From a dataset of Reaction yield outcomes from USPTO patents with 853,638 reactions. Predict the reaction yield, written as a fraction of the theoretical maximum amount of product (1.0 means a 100% yield; for example, 0.34 means a 34% yield). (1) The reactants are CC[N:3]([CH:7]([CH3:9])C)[CH:4]([CH3:6])C.Cl.CN(C(O[N:19]1[N:27]=N[C:21]2[CH:22]=CC=N[C:20]1=2)=[N+](C)C)C.[F:28][P-](F)(F)(F)(F)F.[CH3:35][N:36]([CH:38]=[O:39])C. No catalyst specified. The product is [F:28][C@H:6]1[CH2:4][NH:3][C@H:7]([C:38]([NH:36][C:35]2[N:27]=[N:19][CH:20]=[CH:21][CH:22]=2)=[O:39])[CH2:9]1. The yield is 0.530. (2) The reactants are [Si]([O:8][C@@H:9]1[C:13]2([CH2:15][CH2:14]2)[C:12](=[O:16])[N:11]([C:17]2[CH:24]=[CH:23][C:20]([C:21]#[N:22])=[C:19]([C:25]([F:28])([F:27])[F:26])[CH:18]=2)[C@H:10]1[CH3:29])(C(C)(C)C)(C)C.CO.Cl.C(=O)([O-])O.[Na+]. The catalyst is O1CCCC1. The product is [OH:8][C@@H:9]1[C:13]2([CH2:15][CH2:14]2)[C:12](=[O:16])[N:11]([C:17]2[CH:24]=[CH:23][C:20]([C:21]#[N:22])=[C:19]([C:25]([F:28])([F:26])[F:27])[CH:18]=2)[C@H:10]1[CH3:29]. The yield is 0.780.